The task is: Predict the reaction yield, written as a fraction of the theoretical maximum amount of product (1.0 means a 100% yield; for example, 0.34 means a 34% yield).. This data is from Reaction yield outcomes from USPTO patents with 853,638 reactions. (1) The reactants are Cl[C:2]1[N:7]=[C:6]([C:8]([O:10][CH3:11])=[O:9])[CH:5]=[CH:4][C:3]=1[CH:12]=[O:13].[C:14]1(B(O)O)[CH:19]=[CH:18][CH:17]=[CH:16][CH:15]=1.C(Cl)Cl.[F-].[K+]. The catalyst is CN(C=O)C. The product is [CH:12]([C:3]1[CH:4]=[CH:5][C:6]([C:8]([O:10][CH3:11])=[O:9])=[N:7][C:2]=1[C:14]1[CH:19]=[CH:18][CH:17]=[CH:16][CH:15]=1)=[O:13]. The yield is 0.610. (2) The catalyst is O1CCCC1. The product is [CH3:1][O:2][C:3]1[C:4]([NH:14][C:15]([N:29]2[CH2:30][CH2:31][N:26]([C:20]3[CH:25]=[CH:24][CH:23]=[CH:22][CH:21]=3)[CH2:27][CH2:28]2)=[O:19])=[N:5][C:6]2[C:11]([N:12]=1)=[CH:10][C:9]([CH3:13])=[CH:8][CH:7]=2. The reactants are [CH3:1][O:2][C:3]1[C:4]([NH:14][C:15](=[O:19])OCC)=[N:5][C:6]2[C:11]([N:12]=1)=[CH:10][C:9]([CH3:13])=[CH:8][CH:7]=2.[C:20]1([N:26]2[CH2:31][CH2:30][NH:29][CH2:28][CH2:27]2)[CH:25]=[CH:24][CH:23]=[CH:22][CH:21]=1.C1CCN2C(=NCCC2)CC1. The yield is 0.900. (3) The reactants are [CH2:1](Br)[C:2]1[CH:7]=[CH:6][CH:5]=[CH:4][CH:3]=1.[Cl:9][CH2:10][C@H:11]([OH:27])[CH2:12][NH:13][C:14]1[CH:19]=[CH:18][C:17]([N:20]2[CH2:25][CH2:24][O:23][CH2:22][C:21]2=[O:26])=[CH:16][CH:15]=1.CN(C=O)C.C(N(C(C)C)CC)(C)C. The catalyst is O. The product is [CH2:1]([N:13]([CH2:12][C@@H:11]([OH:27])[CH2:10][Cl:9])[C:14]1[CH:19]=[CH:18][C:17]([N:20]2[CH2:25][CH2:24][O:23][CH2:22][C:21]2=[O:26])=[CH:16][CH:15]=1)[C:2]1[CH:7]=[CH:6][CH:5]=[CH:4][CH:3]=1. The yield is 0.850. (4) The reactants are [Cl-].[CH2:2]([O:6][C:7]1[C:12]2[C:13]([O:16][CH2:17][CH:18]3[CH2:23][CH2:22][NH2+:21][CH2:20][CH2:19]3)=[N:14][O:15][C:11]=2[CH:10]=[CH:9][CH:8]=1)[CH:3]([CH3:5])[CH3:4].[O:24]1[C:26]2([CH2:31][CH2:30][O:29][CH2:28][CH2:27]2)[CH2:25]1.C(N(CC)C(C)C)(C)C. The catalyst is C(O)C. The product is [CH2:2]([O:6][C:7]1[C:12]2[C:13]([O:16][CH2:17][CH:18]3[CH2:23][CH2:22][N:21]([CH2:25][C:26]4([OH:24])[CH2:31][CH2:30][O:29][CH2:28][CH2:27]4)[CH2:20][CH2:19]3)=[N:14][O:15][C:11]=2[CH:10]=[CH:9][CH:8]=1)[CH:3]([CH3:5])[CH3:4]. The yield is 0.680.